This data is from Experimentally validated miRNA-target interactions with 360,000+ pairs, plus equal number of negative samples. The task is: Binary Classification. Given a miRNA mature sequence and a target amino acid sequence, predict their likelihood of interaction. (1) The miRNA is mmu-miR-3089-5p with sequence UGAGUUCAGGGACAGCGUGUCU. The protein sequence of the target gene is MTMESGADNQQSGDAAVTEAENQQMTVQAQPQIATLAQVSMPAAHATSSAPTVTLVQLPNGQTVQVHGVIQAAQPSVIQSPQVQTVQISTIAESEDSQESVDSVTDSQKRREILSRRPSYRKILNDLSSDAPGVPRIEEEKSEEETSAPAITTVTVPTPIYQTSSGQYIAITQGGAIQLANNGTDGVQGLQTLTMTNAAATQPGTTILQYAQTTDGQQILVPSNQVVVQAASGDVQTYQIRTAPTSTIAPGVVMASSPALPTQPAEEAARKREVRLMKNREAARECRRKKKEYVKCLENR.... Result: 1 (interaction). (2) The miRNA is hsa-miR-3175 with sequence CGGGGAGAGAACGCAGUGACGU. The protein sequence of the target gene is MLPLCLVAALLLAAGPGPSLGDEAIHCPPCSEEKLARCRPPVGCEELVREPGCGCCATCALGLGMPCGVYTPRCGSGLRCYPPRGVEKPLHTLMHGQGVCMELAEIEAIQESLQPSDKDEGDHPNNSFSPCSAHDRRCLQKHFAKIRDRSTSGGKMKVNGAPREDARPVPQGSCQSELHRALERLAASQSRTHEDLYIIPIPNCDRNGNFHPKQCHPALDGQRGKCWCVDRKTGVKLPGGLEPKGELDCHQLADSFRE. Result: 1 (interaction). (3) The miRNA is mmu-miR-181c-5p with sequence AACAUUCAACCUGUCGGUGAGU. The protein sequence of the target gene is MDQSNYSSLHGFILLGFSNHPKMEMILSGVVAIFYLITLVGNTAIILASLLDSQLHTPMYFFLRNLSFLDLCFTTSIIPQMLVNLWGPDKTISYVGCIIQLYVYMWLGSVECLLLAVMSYDRFTAICKPLHYFVVMNPHLCLKMIIMIWSISLANSVVLCTLTLNLPTCGNNILDHFLCELPALVKIACVDTTTVEMSVFALGIIIVLTPLILILISYGYIAKAVLRTKSKASQRKAMNTCGSHLTVVSMFYGTIIYMYLQPGNRASKDQGKFLTLFYTVITPSLNPLIYTLRNKDMKDA.... Result: 0 (no interaction). (4) The protein sequence of the target gene is MAAPKGSLWVRTQLGLPPLLLLTMALAGGSGTASAEAFDSVLGDTASCHRACQLTYPLHTYPKEEELYACQRGCRLFSICQFVDDGIDLNRTKLECESACTEAYSQSDEQYACHLGCQNQLPFAELRQEQLMSLMPKMHLLFPLTLVRSFWSDMMDSAQSFITSSWTFYLQADDGKIVIFQSKPEIQYAPHLEQEPTNLRESSLSKMSYLQMRNSQAHRNFLEDGESDGFLRCLSLNSGWILTTTLVLSVMVLLWICCATVATAVEQYVPSEKLSIYGDLEFMNEQKLNRYPASSLVVVR.... The miRNA is mmu-miR-770-5p with sequence AGCACCACGUGUCUGGGCCACG. Result: 0 (no interaction). (5) The miRNA is hsa-miR-939-5p with sequence UGGGGAGCUGAGGCUCUGGGGGUG. The protein sequence of the target gene is MGKVNVAKLRYMSRDDFRVLTAVEMGMKNHEIVPCSLIASIASLKHGGCNKILRELVKHKLIAWERTKTVQGYRLTNAGYDYLALKTLSSRQVVESVGNQMGVGKESDIYIVANEAGQQLALKLHRLGRTSFRNLKNKRDYHKHRHNVSWLYLSRLSAMKEFAYMKALYERKFPVPKPIDYNRHAVIMELINGYPLCQIHHVEDPASVYDEAMELIVKLGNHGLIHGDFNEFNLMLDKDDHITMIDFPQMVSTSHPNAEWYFDRDVKCIREFFMKRFSYESELYPTFSDIRKEDSLDVEV.... Result: 0 (no interaction). (6) The protein sequence of the target gene is MSGGTPYIGSKISLISKAEIRYEGILYTIDTENSTVALAKVRSFGTEDRPTDRPIPPRDEVFEYIIFRGSDIKDLTVCEPPKPQCSLPQDPAIVQSSLGSSSSSFQSVGSYGPFGRMPAYSQFSPSTLVGQQFGAVGVAGNSLTSFGTEASNSGTLSQSNAVGSAFTQDTRSVKPQLAQGRSSPQLDPLRKSPTMEQAVQTASAHLPAPAPVGRRSPVPARPLPPTSQKAIDNQEHRRAEVHKVPRPENEQLRNDKRQVVPGVPSAPRRGRGGHRGGRGRFGIRRDGPMKFEKDFDFESA.... Result: 0 (no interaction). The miRNA is hsa-miR-2277-3p with sequence UGACAGCGCCCUGCCUGGCUC.